This data is from Reaction yield outcomes from USPTO patents with 853,638 reactions. The task is: Predict the reaction yield, written as a fraction of the theoretical maximum amount of product (1.0 means a 100% yield; for example, 0.34 means a 34% yield). (1) The product is [NH:24]1[CH2:25][CH2:26][CH2:27][C@H:22]([CH2:21][N:20]2[C:19]3[CH:31]=[CH:32][CH:33]=[CH:34][C:18]=3[N:17]=[C:16]2[CH2:15][N:1]2[C@H:14]3[C@H:5]([CH2:6][CH2:7][C:8]4[C:13]3=[N:12][CH:11]=[CH:10][CH:9]=4)[CH2:4][CH2:3][CH2:2]2)[CH2:23]1. The catalyst is ClCCl. The reactants are [N:1]1([CH2:15][C:16]2[N:20]([CH2:21][C@H:22]3[CH2:27][CH2:26][CH2:25][N:24](C([O-])=O)[CH2:23]3)[C:19]3[CH:31]=[CH:32][CH:33]=[CH:34][C:18]=3[N:17]=2)[C@H:14]2[C@H:5]([CH2:6][CH2:7][C:8]3[C:13]2=[N:12][CH:11]=[CH:10][CH:9]=3)[CH2:4][CH2:3][CH2:2]1.FC(F)(F)C(O)=O. The yield is 0.870. (2) The reactants are [C:1]([NH:9][C:10]1[S:11][CH2:12][CH:13]2[CH2:18][N:17]([C:19]([O:21][CH2:22][C:23]3[CH:28]=[CH:27][CH:26]=[CH:25][CH:24]=3)=[O:20])[CH2:16][C:14]2([C:29]2[S:30][CH:31]=[CH:32][CH:33]=2)[N:15]=1)(=[O:8])[C:2]1[CH:7]=[CH:6][CH:5]=[CH:4][CH:3]=1.CO.C(#N)C.C(N(CC)C)C. The catalyst is C(=O)=O. The product is [C:1]([NH:9][C:10]1[S:11][CH2:12][C@@H:13]2[CH2:18][N:17]([C:19]([O:21][CH2:22][C:23]3[CH:24]=[CH:25][CH:26]=[CH:27][CH:28]=3)=[O:20])[CH2:16][C@:14]2([C:29]2[S:30][CH:31]=[CH:32][CH:33]=2)[N:15]=1)(=[O:8])[C:2]1[CH:3]=[CH:4][CH:5]=[CH:6][CH:7]=1. The yield is 0.420. (3) The reactants are [F:1][C:2]1[C:10]([CH:11]=[N:12]O)=[CH:9][CH:8]=[C:7]2[C:3]=1[CH:4]=[CH:5][NH:6]2. The catalyst is N.CO.[Ni]. The product is [F:1][C:2]1[C:10]([CH2:11][NH2:12])=[CH:9][CH:8]=[C:7]2[C:3]=1[CH:4]=[CH:5][NH:6]2. The yield is 0.920. (4) The reactants are [Cl:1][CH2:2][C@H:3]1[C:11]2[C:10]3[CH:12]=[CH:13][CH:14]=[CH:15][C:9]=3[C:8]([OH:16])=[CH:7][C:6]=2[N:5](C(OC(C)(C)C)=O)[CH2:4]1.Cl.O1CCOCC1. No catalyst specified. The product is [Cl:1][CH2:2][C@H:3]1[C:11]2[C:10]3[CH:12]=[CH:13][CH:14]=[CH:15][C:9]=3[C:8]([OH:16])=[CH:7][C:6]=2[NH:5][CH2:4]1. The yield is 1.00. (5) The reactants are [CH3:1][C:2]([N:10]1[CH2:15][CH2:14]C(=O)[CH2:12][CH2:11]1)([C:4]1[CH:9]=[CH:8][CH:7]=[CH:6][CH:5]=1)[CH3:3].[NH2:17][C:18]1[CH:23]=[CH:22][CH:21]=[CH:20][CH:19]=1.[NH3:24].[OH-].[NH4+].[OH-].[C:28](O)(=O)[CH3:29]. No catalyst specified. The product is [CH3:1][C:2]([N:10]1[CH2:15][CH2:14][C:28]([NH:17][C:18]2[CH:23]=[CH:22][CH:21]=[CH:20][CH:19]=2)([C:29]#[N:24])[CH2:12][CH2:11]1)([C:4]1[CH:9]=[CH:8][CH:7]=[CH:6][CH:5]=1)[CH3:3]. The yield is 0.760. (6) The reactants are FC(F)(F)C(O)=O.[NH:8]1[C:16]2[C:11](=[CH:12][C:13]([O:17][CH:18]3[CH2:23][CH2:22][N:21](C(OC(C)(C)C)=O)[CH2:20][CH2:19]3)=[CH:14][CH:15]=2)[CH:10]=[N:9]1. The catalyst is C(Cl)Cl. The product is [NH:21]1[CH2:20][CH2:19][CH:18]([O:17][C:13]2[CH:12]=[C:11]3[C:16](=[CH:15][CH:14]=2)[NH:8][N:9]=[CH:10]3)[CH2:23][CH2:22]1. The yield is 0.520.